This data is from Forward reaction prediction with 1.9M reactions from USPTO patents (1976-2016). The task is: Predict the product of the given reaction. (1) Given the reactants [Br:1][C:2]1[CH:3]=[C:4]([C@@:9]([NH:22][S@@:23]([C:25]([CH3:28])([CH3:27])[CH3:26])=[O:24])([CH2:12]/[C:13](=N/N(C)C)/[C:14]([F:17])([F:16])[F:15])[CH2:10][F:11])[C:5]([F:8])=[N:6][CH:7]=1.Cl.C([O-])(O)=[O:31].[Na+], predict the reaction product. The product is: [Br:1][C:2]1[CH:3]=[C:4]([C@@:9]([NH:22][S@@:23]([C:25]([CH3:28])([CH3:27])[CH3:26])=[O:24])([CH2:12][C:13](=[O:31])[C:14]([F:17])([F:16])[F:15])[CH2:10][F:11])[C:5]([F:8])=[N:6][CH:7]=1. (2) Given the reactants [C:1]1([N:7]([CH2:30][C:31]([O:33][CH2:34][CH3:35])=[O:32])[C:8]([C:10]2[CH:29]=[CH:28][C:13]3[N:14]([CH3:27])[C:15]([CH2:17][CH2:18][C:19]4[CH:24]=[CH:23][C:22]([C:25]#[N:26])=[CH:21][CH:20]=4)=[N:16][C:12]=3[CH:11]=2)=[O:9])[CH:6]=[CH:5][CH:4]=[CH:3][CH:2]=1.[ClH:36].C(O)C.C(=O)([O-])[O-].[NH4+:44].[NH4+], predict the reaction product. The product is: [ClH:36].[C:1]1([N:7]([CH2:30][C:31]([O:33][CH2:34][CH3:35])=[O:32])[C:8]([C:10]2[CH:29]=[CH:28][C:13]3[N:14]([CH3:27])[C:15]([CH2:17][CH2:18][C:19]4[CH:24]=[CH:23][C:22]([C:25](=[NH:44])[NH2:26])=[CH:21][CH:20]=4)=[N:16][C:12]=3[CH:11]=2)=[O:9])[CH:6]=[CH:5][CH:4]=[CH:3][CH:2]=1. (3) Given the reactants C(N1C=CN=C1)(N1C=CN=C1)=O.[CH3:13][C@@:14]12[C@@H:21]([C:22](O)=[O:23])[CH:20]1[CH2:19][C@@H:18]1[C@@H:16]([C:17]1([CH3:26])[CH3:25])[CH2:15]2.Cl.[NH2:28][CH2:29][C:30]([NH2:32])=[O:31], predict the reaction product. The product is: [NH2:32][C:30](=[O:31])[CH2:29][NH:28][C:22]([C@H:21]1[CH:20]2[C@:14]1([CH3:13])[CH2:15][C@H:16]1[C@@H:18]([CH2:19]2)[C:17]1([CH3:26])[CH3:25])=[O:23]. (4) Given the reactants [OH-].[Na+].C([O:5][C:6](=[O:36])[CH2:7][N:8]1[CH2:13][CH2:12][N:11]([S:14](=[O:35])(=[O:34])[NH:15][C:16]2[CH:21]=[C:20]([O:22][CH3:23])[N:19]=[C:18]([S:24][CH2:25][C:26]3[CH:31]=[CH:30][CH:29]=[C:28]([F:32])[C:27]=3[F:33])[N:17]=2)[CH2:10][CH2:9]1)C, predict the reaction product. The product is: [F:33][C:27]1[C:28]([F:32])=[CH:29][CH:30]=[CH:31][C:26]=1[CH2:25][S:24][C:18]1[N:17]=[C:16]([NH:15][S:14]([N:11]2[CH2:10][CH2:9][N:8]([CH2:7][C:6]([OH:36])=[O:5])[CH2:13][CH2:12]2)(=[O:34])=[O:35])[CH:21]=[C:20]([O:22][CH3:23])[N:19]=1. (5) Given the reactants O[C:2]1[C:10]([O:11][C:12]([F:15])([F:14])[F:13])=[CH:9][CH:8]=[CH:7][C:3]=1C(O)=O.IC.[C:18](=O)([O-])[O-:19].[Cs+].[Cs+].[C:24]([O:27][CH2:28]C)(=[O:26])C, predict the reaction product. The product is: [CH3:28][O:27][C:24](=[O:26])[C:7]1[CH:8]=[CH:9][C:10]([O:11][C:12]([F:13])([F:14])[F:15])=[CH:2][C:3]=1[O:19][CH3:18].